This data is from Kir2.1 potassium channel HTS with 301,493 compounds. The task is: Binary Classification. Given a drug SMILES string, predict its activity (active/inactive) in a high-throughput screening assay against a specified biological target. (1) The drug is S1(=O)(=O)CC(N(CC)C(=O)Cn2nc(c([N+]([O-])=O)c2C)C)CC1. The result is 0 (inactive). (2) The drug is S(CCC(NC(=O)c1cc(ccc1)C)C(OCN1C(=O)c2c(C1=O)cccc2)=O)C. The result is 0 (inactive). (3) The compound is s1c(CN(C(C(=O)NC(C)(C)C)c2ccc(F)cc2)C(=O)c2oc(CN3CCOCC3)cc2)ccc1. The result is 0 (inactive). (4) The compound is FC(F)(F)c1cc(Nc2nc(N3CCOCC3)nc(N3CCOCC3)n2)ccc1. The result is 0 (inactive). (5) The drug is Clc1c(S(=O)(=O)CCC(=O)N(c2cc(ccc2)C)C)cc2OCC(=O)Nc2c1. The result is 0 (inactive). (6) The drug is S(CC(=O)N1CCN(CC1)C(=O)c1occc1)c1n2c3c(cc(c2nn1)C)cc(OC)cc3. The result is 0 (inactive). (7) The drug is S=C(N1CCC(CC1)c1[nH]c2c(n1)cccc2)NCCCN(C)C. The result is 0 (inactive). (8) The result is 0 (inactive). The drug is S(=O)(=O)(N1CC(CCC1)C(=O)Nc1ccc(C(C)C)cc1)c1[nH]cnc1. (9) The molecule is O=C1N(CC(C1)C(=O)NCCc1ccccc1)c1cc2OCCOc2cc1. The result is 0 (inactive). (10) The molecule is Clc1cc(c2ccc(C3N4C(C5C3C(=O)N(C5=O)C)(CCC4)C(OC)=O)cc2)ccc1Cl. The result is 0 (inactive).